The task is: Predict the product of the given reaction.. This data is from Forward reaction prediction with 1.9M reactions from USPTO patents (1976-2016). (1) Given the reactants C(N([C:15]1[N:16]([C:24]2[CH:29]=[CH:28][C:27]([Cl:30])=[CH:26][CH:25]=2)[N:17]=[C:18]2[C:23]=1[CH:22]=[CH:21][CH:20]=[CH:19]2)C(NC1CCCCC1)=O)CCC.[Cl:31][C:32]1[CH:33]=[C:34]([NH2:38])[CH:35]=[CH:36][CH:37]=1, predict the reaction product. The product is: [Cl:31][C:32]1[CH:33]=[C:34]([NH:38][C:15]2[N:16]([C:24]3[CH:29]=[CH:28][C:27]([Cl:30])=[CH:26][CH:25]=3)[N:17]=[C:18]3[C:23]=2[CH:22]=[CH:21][CH:20]=[CH:19]3)[CH:35]=[CH:36][CH:37]=1. (2) Given the reactants Br[C:2]1[CH:3]=[CH:4][C:5]([N:8]2[C:16]3[CH:15]=[CH:14][C:13]([F:17])=[CH:12][C:11]=3[C:10]3[CH2:18][N:19]4[CH2:24][CH2:23][CH:22]([C:9]2=3)[CH2:21][CH2:20]4)=[N:6][CH:7]=1.[N:25]1[NH:26][C:27](=[O:31])[CH:28]=[CH:29][CH:30]=1.C([O-])([O-])=O.[K+].[K+].CNCCNC, predict the reaction product. The product is: [F:17][C:13]1[CH:14]=[CH:15][C:16]2[N:8]([C:5]3[N:6]=[CH:7][C:2]([N:26]4[C:27](=[O:31])[CH:28]=[CH:29][CH:30]=[N:25]4)=[CH:3][CH:4]=3)[C:9]3[CH:22]4[CH2:23][CH2:24][N:19]([CH2:18][C:10]=3[C:11]=2[CH:12]=1)[CH2:20][CH2:21]4. (3) The product is: [CH3:1][S:2]([OH:5])(=[O:4])=[O:3].[O:12]([CH2:11][C:7]1([CH2:6][NH2:20])[CH2:10][CH2:9][CH2:8]1)[C:13]1[CH:18]=[CH:17][CH:16]=[CH:15][CH:14]=1.[O:12]([CH2:11][C:7]1([CH2:6][NH2:20])[CH2:10][CH2:9][CH2:8]1)[C:13]1[CH:18]=[CH:17][CH:16]=[CH:15][CH:14]=1. Given the reactants [CH3:1][S:2]([O:5][CH2:6][C:7]1([CH2:11][O:12][C:13]2[CH:18]=[CH:17][CH:16]=[CH:15][CH:14]=2)[CH2:10][CH2:9][CH2:8]1)(=[O:4])=[O:3].[OH-].[NH4+:20].N.CC(O)C, predict the reaction product. (4) Given the reactants [Br:1][C:2]1[N:7]=[C:6]([NH:8][C:9]([C@@H:11]2[CH2:16][C@@H:15]3[C@@H:13]([CH2:14]3)[N:12]2C(OC(C)(C)C)=O)=[O:10])[CH:5]=[CH:4][CH:3]=1.[ClH:24], predict the reaction product. The product is: [ClH:24].[Br:1][C:2]1[N:7]=[C:6]([NH:8][C:9]([C@@H:11]2[CH2:16][C@@H:15]3[C@@H:13]([CH2:14]3)[NH:12]2)=[O:10])[CH:5]=[CH:4][CH:3]=1. (5) Given the reactants [CH3:1][O:2][C:3]1[CH:11]=[C:10]2[C:6]([C:7]([CH3:16])([C:12]([F:15])([F:14])[F:13])[O:8][CH2:9]2)=[CH:5][C:4]=1[CH:17]([NH:19][C@H:20]1[CH2:25][CH2:24][CH2:23][NH:22][C@H:21]1[C:26]1[CH:31]=[CH:30][CH:29]=[CH:28][CH:27]=1)[CH3:18].[ClH:32], predict the reaction product. The product is: [ClH:32].[ClH:32].[CH3:1][O:2][C:3]1[CH:11]=[C:10]2[C:6]([C:7]([CH3:16])([C:12]([F:13])([F:14])[F:15])[O:8][CH2:9]2)=[CH:5][C:4]=1[CH:17]([NH:19][C@H:20]1[CH2:25][CH2:24][CH2:23][NH:22][C@H:21]1[C:26]1[CH:31]=[CH:30][CH:29]=[CH:28][CH:27]=1)[CH3:18]. (6) Given the reactants O1CCCC1.[C:6]([C:10]1[CH:15]=[CH:14][C:13]([CH:16]2[CH2:18][CH:17]2[C:19]([O:21]CC)=[O:20])=[CH:12][C:11]=1[F:24])([CH3:9])([CH3:8])[CH3:7].[OH-].[Na+].Cl, predict the reaction product. The product is: [C:6]([C:10]1[CH:15]=[CH:14][C:13]([CH:16]2[CH2:18][CH:17]2[C:19]([OH:21])=[O:20])=[CH:12][C:11]=1[F:24])([CH3:9])([CH3:7])[CH3:8]. (7) Given the reactants [F:1][C:2]1[CH:7]=[C:6]([N+:8]([O-])=O)[C:5]([N:11]2[CH2:16][CH2:15][CH:14]([CH3:17])[CH2:13][CH2:12]2)=[CH:4][C:3]=1[N:18]1[CH2:23][CH2:22][N:21]([CH3:24])[CH2:20][CH2:19]1.[C:25]([C:27]1[O:31][C:30]([C:32](O)=[O:33])=[CH:29][CH:28]=1)#[N:26].C(Cl)(=O)C(Cl)=O.CCN(C(C)C)C(C)C, predict the reaction product. The product is: [F:1][C:2]1[C:3]([N:18]2[CH2:23][CH2:22][N:21]([CH3:24])[CH2:20][CH2:19]2)=[CH:4][C:5]([N:11]2[CH2:16][CH2:15][CH:14]([CH3:17])[CH2:13][CH2:12]2)=[C:6]([NH:8][C:32]([C:30]2[O:31][C:27]([C:25]#[N:26])=[CH:28][CH:29]=2)=[O:33])[CH:7]=1.